Predict which catalyst facilitates the given reaction. From a dataset of Catalyst prediction with 721,799 reactions and 888 catalyst types from USPTO. Reactant: [CH3:1][C@@H:2]1[CH2:6][C:5]2[CH:7]=[C:8]([CH3:11])[CH:9]=[CH:10][C:4]=2[O:3]1.[N:12]([O-:14])=[O:13].[Na+]. Product: [CH3:1][C@@H:2]1[CH2:6][C:5]2[CH:7]=[C:8]([CH3:11])[CH:9]=[C:10]([N+:12]([O-:14])=[O:13])[C:4]=2[O:3]1. The catalyst class is: 67.